Predict the reaction yield, written as a fraction of the theoretical maximum amount of product (1.0 means a 100% yield; for example, 0.34 means a 34% yield). From a dataset of Reaction yield outcomes from USPTO patents with 853,638 reactions. (1) The reactants are [C:1]([O:5][C:6](=[O:9])[CH2:7][NH2:8])([CH3:4])([CH3:3])[CH3:2].[Cl:10][C:11]1[CH:12]=[C:13]([CH:16]=[CH:17][CH:18]=1)[CH:14]=O. The catalyst is C(Cl)Cl. The product is [C:1]([O:5][C:6](=[O:9])[CH2:7]/[N:8]=[CH:14]/[C:13]1[CH:16]=[CH:17][CH:18]=[C:11]([Cl:10])[CH:12]=1)([CH3:4])([CH3:3])[CH3:2]. The yield is 0.950. (2) The reactants are [Cl:1][C:2]1[CH:3]=[C:4]([CH:8]=[CH:9][C:10]=1[O:11][C:12]1[CH:17]=[CH:16][C:15]([CH:18]=O)=[CH:14][CH:13]=1)[C:5]([NH2:7])=[O:6].[S:20]1[CH:24]=[CH:23][CH:22]=[C:21]1[CH2:25][CH2:26][NH2:27].[BH4-].[Na+]. The catalyst is CO. The product is [Cl:1][C:2]1[CH:3]=[C:4]([CH:8]=[CH:9][C:10]=1[O:11][C:12]1[CH:13]=[CH:14][C:15]([CH2:18][NH:27][CH2:26][CH2:25][C:21]2[S:20][CH:24]=[CH:23][CH:22]=2)=[CH:16][CH:17]=1)[C:5]([NH2:7])=[O:6]. The yield is 0.940. (3) The product is [Br:13][C:3]1[C:21]([N:19]([CH3:18])[CH3:20])=[C:6]([Br:7])[S:5][C:4]=1[C:8]([O:10][CH2:11][CH3:12])=[O:9]. No catalyst specified. The yield is 0.590. The reactants are NC1[C:3]([Br:13])=[C:4]([C:8]([O:10][CH2:11][CH3:12])=[O:9])[S:5][C:6]=1[Br:7].[H-].[Na+].IC.[CH3:18][N:19]([CH:21]=O)[CH3:20]. (4) The product is [OH:33][C:3]1[C:4]([NH:22][C:23](=[O:28])[C:24]([CH3:27])([CH3:26])[CH3:25])=[N:5][C:6]([N:9]2[C@H:14]([C:15]3[CH:16]=[CH:17][CH:18]=[CH:19][CH:20]=3)[CH2:13][O:12][C@H:11]([CH3:21])[CH2:10]2)=[CH:7][CH:8]=1. The yield is 0.490. The reactants are C([C:3]1[C:4]([NH:22][C:23](=[O:28])[C:24]([CH3:27])([CH3:26])[CH3:25])=[N:5][C:6]([N:9]2[C@H:14]([C:15]3[CH:20]=[CH:19][CH:18]=[CH:17][CH:16]=3)[CH2:13][O:12][C@H:11]([CH3:21])[CH2:10]2)=[CH:7][CH:8]=1)=O.OO.NC(N)=[O:33].[OH-].[Na+].S([O-])([O-])=O.[Na+].[Na+]. The catalyst is CO. (5) The reactants are [NH:1]1[CH2:5][CH2:4][C@H:3]([OH:6])[CH2:2]1.C(N(CC)CC)C.Cl[C:15]([O:17][CH2:18][C:19]1[CH:24]=[CH:23][CH:22]=[CH:21][CH:20]=1)=[O:16].C(=O)(O)[O-].[Na+]. The catalyst is ClCCl. The product is [OH:6][C@H:3]1[CH2:4][CH2:5][N:1]([C:15]([O:17][CH2:18][C:19]2[CH:24]=[CH:23][CH:22]=[CH:21][CH:20]=2)=[O:16])[CH2:2]1. The yield is 0.920. (6) The reactants are [Cl:1][C:2]1[CH:3]=[C:4]([CH:8]([C:10]2[CH:14]=[CH:13][O:12][CH:11]=2)[OH:9])[CH:5]=[CH:6][CH:7]=1. The catalyst is C(Cl)Cl.O=[Mn]=O. The product is [Cl:1][C:2]1[CH:3]=[C:4]([C:8]([C:10]2[CH:14]=[CH:13][O:12][CH:11]=2)=[O:9])[CH:5]=[CH:6][CH:7]=1. The yield is 0.900. (7) The reactants are Cl[C:2]1[C:11]2[C:6](=[CH:7][CH:8]=[C:9]([F:12])[CH:10]=2)[C:5]([O:13][CH:14]2[CH2:16][CH2:15]2)=[CH:4][N:3]=1.[F-:17].[Cs+]. The catalyst is CS(C)=O.O. The product is [F:17][C:2]1[C:11]2[C:6](=[CH:7][CH:8]=[C:9]([F:12])[CH:10]=2)[C:5]([O:13][CH:14]2[CH2:16][CH2:15]2)=[CH:4][N:3]=1. The yield is 0.670. (8) The reactants are [C:1](Cl)(=[O:3])[CH3:2].[CH2:5]([O:7][C:8]([C:10]1[N:11]([C:20]2[CH:25]=[CH:24][C:23]([O:26][CH:27]([CH3:29])[CH3:28])=[CH:22][CH:21]=2)[C:12]2[C:17]([CH:18]=1)=[CH:16][C:15]([OH:19])=[CH:14][CH:13]=2)=[O:9])[CH3:6].CCN(CC)CC.Cl. The catalyst is CN(C1C=CN=CC=1)C.C(Cl)Cl.O. The product is [CH2:5]([O:7][C:8]([C:10]1[N:11]([C:20]2[CH:25]=[CH:24][C:23]([O:26][CH:27]([CH3:28])[CH3:29])=[CH:22][CH:21]=2)[C:12]2[C:17]([CH:18]=1)=[CH:16][C:15]([O:19][C:1](=[O:3])[CH3:2])=[CH:14][CH:13]=2)=[O:9])[CH3:6]. The yield is 0.950. (9) The reactants are [F:1][C:2]1[C:3]2[N:4]([CH:12]=[CH:13][N:14]=2)[CH:5]=[CH:6][C:7]=1[C:8]([OH:11])([CH3:10])[CH3:9].Br[C:16]1[C:17]([F:32])=[C:18]([C:23]2[C:24]([C:30]#[N:31])=[CH:25][C:26]([F:29])=[CH:27][CH:28]=2)[C:19]([F:22])=[CH:20][CH:21]=1. No catalyst specified. The product is [F:1][C:2]1[C:3]2[N:4]([C:12]([C:20]3[C:19]([F:22])=[C:18]([C:23]4[C:24]([C:30]#[N:31])=[CH:25][C:26]([F:29])=[CH:27][CH:28]=4)[C:17]([F:32])=[CH:16][CH:21]=3)=[CH:13][N:14]=2)[CH:5]=[CH:6][C:7]=1[C:8]([OH:11])([CH3:10])[CH3:9]. The yield is 0.360.